This data is from Reaction yield outcomes from USPTO patents with 853,638 reactions. The task is: Predict the reaction yield, written as a fraction of the theoretical maximum amount of product (1.0 means a 100% yield; for example, 0.34 means a 34% yield). (1) The reactants are [C:1]([O:9][C@@H:10]1[C@H:14]([CH2:15][O:16][C:17](=[O:24])[C:18]2[CH:23]=[CH:22][CH:21]=[CH:20][CH:19]=2)[O:13][C@H:12]([N:25]2[CH:32]=[CH:31][C:29](=[O:30])[NH:28][C:26]2=[O:27])[C@H:11]1[OH:33])(=[O:8])[C:2]1[CH:7]=[CH:6][CH:5]=[CH:4][CH:3]=1.C1(N=C=NC2CCCCC2)CCCCC1.ClC(Cl)C(O)=O.C(O)(=O)C(O)=O.[BH4-].[Na+]. The catalyst is C(OCC)(=O)C.CO.N1C=CC=CC=1.C1C=CC=CC=1.CS(C)=O. The product is [C:1]([O:9][C@H:10]1[C@H:14]([CH2:15][O:16][C:17](=[O:24])[C:18]2[CH:23]=[CH:22][CH:21]=[CH:20][CH:19]=2)[O:13][C@H:12]([N:25]2[CH:32]=[CH:31][C:29](=[O:30])[NH:28][C:26]2=[O:27])[C@@H:11]1[OH:33])(=[O:8])[C:2]1[CH:7]=[CH:6][CH:5]=[CH:4][CH:3]=1. The yield is 0.660. (2) The reactants are [CH3:1][N:2]1[C:10]2[C:5](=[CH:6][C:7]([OH:11])=[CH:8][CH:9]=2)[C:4]([C:12]2[N:24]([S:25]([C:28]3[CH:34]=[CH:33][C:31]([CH3:32])=[CH:30][CH:29]=3)(=[O:27])=[O:26])[C:15]3=[N:16][CH:17]=[C:18]4[CH:22]=[N:21][N:20]([CH3:23])[C:19]4=[C:14]3[CH:13]=2)=[CH:3]1.Cl[CH2:36][CH2:37][N:38]1[CH2:43][CH2:42][O:41][CH2:40][CH2:39]1.C([O-])([O-])=O.[Cs+].[Cs+]. The catalyst is CN(C=O)C. The product is [CH3:1][N:2]1[C:10]2[C:5](=[CH:6][C:7]([O:11][CH2:36][CH2:37][N:38]3[CH2:43][CH2:42][O:41][CH2:40][CH2:39]3)=[CH:8][CH:9]=2)[C:4]([C:12]2[N:24]([S:25]([C:28]3[CH:34]=[CH:33][C:31]([CH3:32])=[CH:30][CH:29]=3)(=[O:27])=[O:26])[C:15]3=[N:16][CH:17]=[C:18]4[CH:22]=[N:21][N:20]([CH3:23])[C:19]4=[C:14]3[CH:13]=2)=[CH:3]1. The yield is 0.210. (3) The reactants are Cl[C:2]1[C:11]([CH2:12][C:13]([O:15][CH2:16][CH3:17])=[O:14])=[CH:10][C:9]2[C:4](=[CH:5][C:6]([O:18][CH2:19][C:20]3[CH:25]=[CH:24][CH:23]=[C:22]([Cl:26])[CH:21]=3)=[CH:7][CH:8]=2)[N:3]=1.ClCCl.CN(C)CCN(C)C.[BH4-].[Na+]. The catalyst is C1COCC1.C1C=CC(P(C2C=CC=CC=2)[C-]2C=CC=C2)=CC=1.C1C=CC(P(C2C=CC=CC=2)[C-]2C=CC=C2)=CC=1.Cl[Pd]Cl.[Fe+2].ClCCl. The product is [Cl:26][C:22]1[CH:21]=[C:20]([CH:25]=[CH:24][CH:23]=1)[CH2:19][O:18][C:6]1[CH:5]=[C:4]2[C:9]([CH:10]=[C:11]([CH2:12][C:13]([O:15][CH2:16][CH3:17])=[O:14])[CH:2]=[N:3]2)=[CH:8][CH:7]=1. The yield is 0.550. (4) The reactants are [O:1]([CH2:8][C@@H:9]1[CH2:13][CH2:12][CH2:11][N:10]1[S:14]([C:17]1[CH:18]=[C:19]2[C:23](=[CH:24][CH:25]=1)[NH:22][C:21](=[O:26])[C:20]2=[O:27])(=[O:16])=[O:15])[C:2]1[CH:7]=C[CH:5]=[CH:4][CH:3]=1.C(OC([N:35]1CCCC1COC1C=NC=CC=1)=O)(C)(C)C. No catalyst specified. The product is [N:35]1[CH:5]=[CH:4][CH:3]=[C:2]([O:1][CH2:8][CH:9]2[CH2:13][CH2:12][CH2:11][N:10]2[S:14]([C:17]2[CH:18]=[C:19]3[C:23](=[CH:24][CH:25]=2)[NH:22][C:21](=[O:26])[C:20]3=[O:27])(=[O:15])=[O:16])[CH:7]=1. The yield is 0.820.